Task: Predict the product of the given reaction.. Dataset: Forward reaction prediction with 1.9M reactions from USPTO patents (1976-2016) (1) Given the reactants [NH2:1][C:2]1[CH:3]=[C:4]([C:8]([C:10]2[C:14]3[CH:15]=[N:16][CH:17]=[C:18]([F:19])[C:13]=3[N:12]([C:20]([CH3:31])([CH3:30])[CH2:21][O:22][Si:23]([C:26]([CH3:29])([CH3:28])[CH3:27])([CH3:25])[CH3:24])[CH:11]=2)=[O:9])[CH:5]=[N:6][CH:7]=1.[F:32][C:33]([F:44])([F:43])[C:34]1[CH:35]=[N:36][N:37]([CH2:39][C:40](O)=[O:41])[CH:38]=1.CCN(C(C)C)C(C)C.C(P1(=O)OP(CCC)(=O)OP(CCC)(=O)O1)CC, predict the reaction product. The product is: [C:26]([Si:23]([CH3:24])([CH3:25])[O:22][CH2:21][C:20]([N:12]1[C:13]2[C:18]([F:19])=[CH:17][N:16]=[CH:15][C:14]=2[C:10]([C:8]([C:4]2[CH:3]=[C:2]([NH:1][C:40](=[O:41])[CH2:39][N:37]3[CH:38]=[C:34]([C:33]([F:43])([F:32])[F:44])[CH:35]=[N:36]3)[CH:7]=[N:6][CH:5]=2)=[O:9])=[CH:11]1)([CH3:31])[CH3:30])([CH3:29])([CH3:28])[CH3:27]. (2) Given the reactants [CH3:1][C:2]1[CH:6]=[C:5]([NH:7][C:8]2[C:9]3[CH2:17][N:16]([C:18]([O:20][CH2:21][CH:22]4[C:34]5[CH:33]=[CH:32][CH:31]=[CH:30][C:29]=5[C:28]5[C:23]4=[CH:24][CH:25]=[CH:26][CH:27]=5)=[O:19])[CH2:15][C:10]=3[N:11]=[C:12](Cl)[N:13]=2)[NH:4][N:3]=1.[SH:35][C:36]1[CH:41]=[CH:40][C:39]([NH:42][C:43]([CH:45]2[CH2:47][CH2:46]2)=[O:44])=[CH:38][CH:37]=1, predict the reaction product. The product is: [CH3:1][C:2]1[CH:6]=[C:5]([NH:7][C:8]2[C:9]3[CH2:17][N:16]([C:18]([O:20][CH2:21][CH:22]4[C:34]5[CH:33]=[CH:32][CH:31]=[CH:30][C:29]=5[C:28]5[C:23]4=[CH:24][CH:25]=[CH:26][CH:27]=5)=[O:19])[CH2:15][C:10]=3[N:11]=[C:12]([S:35][C:36]3[CH:37]=[CH:38][C:39]([NH:42][C:43]([CH:45]4[CH2:46][CH2:47]4)=[O:44])=[CH:40][CH:41]=3)[N:13]=2)[NH:4][N:3]=1. (3) Given the reactants [CH3:1][C:2]1([CH3:17])[C:6]([CH3:8])([CH3:7])[O:5][B:4]([C:9]2[CH:16]=[CH:15][C:12]([C:13]#[N:14])=[CH:11][CH:10]=2)[O:3]1.[CH2:18]([Mg]Br)[CH3:19].B(F)(F)F.CCOCC.Cl.[OH-].[Na+], predict the reaction product. The product is: [CH3:8][C:6]1([CH3:7])[C:2]([CH3:17])([CH3:1])[O:3][B:4]([C:9]2[CH:16]=[CH:15][C:12]([C:13]3([NH2:14])[CH2:19][CH2:18]3)=[CH:11][CH:10]=2)[O:5]1. (4) Given the reactants [Cl:1][C:2]1[CH:9]=[CH:8][C:5]([C:6]#[N:7])=[C:4]([O:10][C:11]2[CH:16]=[CH:15][CH:14]=[C:13]([CH:17]=[O:18])[C:12]=2[OH:19])[CH:3]=1.Br[CH2:21][CH2:22][F:23].C(=O)([O-])[O-].[Cs+].[Cs+].[OH-].[Na+], predict the reaction product. The product is: [Cl:1][C:2]1[CH:9]=[CH:8][C:5]([C:6]#[N:7])=[C:4]([O:10][C:11]2[CH:16]=[CH:15][CH:14]=[C:13]([CH:17]=[O:18])[C:12]=2[O:19][CH2:21][CH2:22][F:23])[CH:3]=1. (5) The product is: [Cl:26][C:22]1[CH:21]=[C:20]([C:18]2[N:19]=[C:15]([N:12]3[C:11]4[CH:30]=[C:7]([O:6][CH2:5][CH2:4][CH2:3][CH2:2][N:43]5[CH2:44][CH2:45][N:40]([CH3:39])[CH2:41][CH2:42]5)[CH:8]=[CH:9][C:10]=4[N:14]=[CH:13]3)[S:16][C:17]=2[C:27]([NH2:29])=[O:28])[CH:25]=[CH:24][CH:23]=1. Given the reactants Cl[CH2:2][CH2:3][CH2:4][CH2:5][O:6][C:7]1[CH:8]=[CH:9][C:10]2[N:14]=[CH:13][N:12]([C:15]3[S:16][C:17]([C:27]([NH2:29])=[O:28])=[C:18]([C:20]4[CH:25]=[CH:24][CH:23]=[C:22]([Cl:26])[CH:21]=4)[N:19]=3)[C:11]=2[CH:30]=1.C(=O)([O-])[O-].[K+].[K+].[I-].[K+].[CH3:39][N:40]1[CH2:45][CH2:44][NH:43][CH2:42][CH2:41]1, predict the reaction product.